From a dataset of Reaction yield outcomes from USPTO patents with 853,638 reactions. Predict the reaction yield, written as a fraction of the theoretical maximum amount of product (1.0 means a 100% yield; for example, 0.34 means a 34% yield). (1) The reactants are [C:1]([O:5][C:6](=[O:23])[CH2:7]/[N:8]=[CH:9]/[CH2:10][C:11]([CH3:22])([CH3:21])[CH2:12][O:13][Si:14]([C:17]([CH3:20])([CH3:19])[CH3:18])([CH3:16])[CH3:15])([CH3:4])([CH3:3])[CH3:2].[Cl:24][C:25]1[C:26]([F:43])=[C:27](/[CH:31]=[C:32](/[C:35]2[CH:40]=[CH:39][C:38]([Cl:41])=[CH:37][C:36]=2[F:42])\[C:33]#[N:34])[CH:28]=[CH:29][CH:30]=1.C(N(CC)CC)C. The catalyst is ClCCl. The product is [C:1]([O:5][C:6]([CH:7]1[CH:31]([C:27]2[CH:28]=[CH:29][CH:30]=[C:25]([Cl:24])[C:26]=2[F:43])[C:32]([C:35]2[CH:40]=[CH:39][C:38]([Cl:41])=[CH:37][C:36]=2[F:42])([C:33]#[N:34])[CH:9]([CH2:10][C:11]([CH3:22])([CH3:21])[CH2:12][O:13][Si:14]([C:17]([CH3:20])([CH3:19])[CH3:18])([CH3:16])[CH3:15])[NH:8]1)=[O:23])([CH3:3])([CH3:2])[CH3:4]. The yield is 0.610. (2) The reactants are CC1C=CC=CC=1P(C1C=CC=CC=1C)C1C=CC=CC=1C.Br[C:24]1[CH:25]=[C:26]2[C:30](=[C:31]([CH:33]([CH3:35])[CH3:34])[CH:32]=1)[NH:29][C:28]1[C:36]([CH2:42][CH2:43][OH:44])([CH2:40][CH3:41])[O:37][CH2:38][CH2:39][C:27]2=1.C(N(CC)CC)C.[C:52]([O:56][CH2:57][CH3:58])(=[O:55])[CH:53]=[CH2:54]. The catalyst is C(#N)C.CC([O-])=O.CC([O-])=O.[Pd+2]. The product is [CH2:40]([C:36]1([CH2:42][CH2:43][OH:44])[C:28]2[NH:29][C:30]3[C:26]([C:27]=2[CH2:39][CH2:38][O:37]1)=[CH:25][C:24](/[CH:54]=[CH:53]/[C:52]([O:56][CH2:57][CH3:58])=[O:55])=[CH:32][C:31]=3[CH:33]([CH3:35])[CH3:34])[CH3:41]. The yield is 0.560. (3) The yield is 0.300. The product is [Cl:1][C:2]1[CH:3]=[C:4]([NH:8][C:9]2[C:14]([NH2:15])=[CH:13][CH:12]=[CH:11][N:10]=2)[CH:5]=[CH:6][CH:7]=1. The catalyst is [Fe].O. The reactants are [Cl:1][C:2]1[CH:3]=[C:4]([NH:8][C:9]2[C:14]([N+:15]([O-])=O)=[CH:13][CH:12]=[CH:11][N:10]=2)[CH:5]=[CH:6][CH:7]=1.CO.[NH4+].[Cl-].